From a dataset of Forward reaction prediction with 1.9M reactions from USPTO patents (1976-2016). Predict the product of the given reaction. (1) Given the reactants [CH:1]1([O:11][CH2:12][C:13]#[C:14][C:15]2[C:23]3[C:18](=[C:19]([C:24]4[CH:29]=[CH:28][CH:27]=[CH:26][C:25]=4[CH3:30])[CH:20]=[CH:21][CH:22]=3)[NH:17][C:16]=2[C:31]([O:33]CC)=[O:32])[C:10]2[C:5](=[CH:6][CH:7]=[CH:8][CH:9]=2)[CH2:4][CH2:3][CH2:2]1.[OH-].[Na+], predict the reaction product. The product is: [CH3:30][C:25]1[CH:26]=[CH:27][CH:28]=[CH:29][C:24]=1[C:19]1[CH:20]=[CH:21][CH:22]=[C:23]2[C:18]=1[NH:17][C:16]([C:31]([OH:33])=[O:32])=[C:15]2[C:14]#[C:13][CH2:12][O:11][CH:1]1[C:10]2[C:5](=[CH:6][CH:7]=[CH:8][CH:9]=2)[CH2:4][CH2:3][CH2:2]1. (2) Given the reactants [O:1]1[CH2:6][CH2:5][CH2:4][CH2:3][CH:2]1[O:7][CH2:8]/[CH:9]=[CH:10]\[CH2:11][OH:12].[OH-].[Na+].Br[CH2:16][C:17]([O:19][C:20]([CH3:23])([CH3:22])[CH3:21])=[O:18], predict the reaction product. The product is: [C:20]([O:19][C:17](=[O:18])[CH2:16][O:12][CH2:11]/[CH:10]=[CH:9]\[CH2:8][O:7][CH:2]1[CH2:3][CH2:4][CH2:5][CH2:6][O:1]1)([CH3:23])([CH3:22])[CH3:21].